The task is: Predict the reaction yield, written as a fraction of the theoretical maximum amount of product (1.0 means a 100% yield; for example, 0.34 means a 34% yield).. This data is from Reaction yield outcomes from USPTO patents with 853,638 reactions. (1) The reactants are Cl[C:2]1[N:6]([CH2:7][CH2:8][CH2:9][C:10]([O:12][CH2:13][CH3:14])=[O:11])[C:5]2[C:15]([CH:20]([CH2:23][CH3:24])[CH2:21][CH3:22])=[CH:16][CH:17]=[C:18]([Cl:19])[C:4]=2[N:3]=1.[N-:25]=[N+:26]=[N-:27].[Na+].O. The catalyst is CN1CCCC1=O. The product is [N:25]([C:2]1[N:6]([CH2:7][CH2:8][CH2:9][C:10]([O:12][CH2:13][CH3:14])=[O:11])[C:5]2[C:15]([CH:20]([CH2:23][CH3:24])[CH2:21][CH3:22])=[CH:16][CH:17]=[C:18]([Cl:19])[C:4]=2[N:3]=1)=[N+:26]=[N-:27]. The yield is 0.640. (2) The reactants are [CH:1]([C:3]1[CH:4]=[C:5]([CH:37]([CH2:42][C:43]([O:45]C)=[O:44])[C:38]([O:40]C)=[O:39])[CH:6]=[C:7]([C:16]2[CH:21]=[C:20]([CH2:22][N:23]3[CH2:28][CH2:27][N:26]([CH3:29])[CH2:25][CH2:24]3)[CH:19]=[CH:18][C:17]=2[O:30]COCCOC)[C:8]=1[O:9]COCCOC)=O.Cl.[NH2:48][C:49]1[CH:50]=[C:51]([CH:55]=[CH:56][C:57]=1[NH2:58])[C:52]([NH2:54])=[NH:53].C1(=O)C=CC(=O)C=C1. The catalyst is CO. The product is [C:52]([C:51]1[CH:55]=[CH:56][C:57]2[NH:58][C:1]([C:3]3[CH:4]=[C:5]([CH:37]([CH2:42][C:43]([OH:45])=[O:44])[C:38]([OH:40])=[O:39])[CH:6]=[C:7]([C:16]4[CH:21]=[C:20]([CH2:22][N:23]5[CH2:24][CH2:25][N:26]([CH3:29])[CH2:27][CH2:28]5)[CH:19]=[CH:18][C:17]=4[OH:30])[C:8]=3[OH:9])=[N:48][C:49]=2[CH:50]=1)(=[NH:54])[NH2:53]. The yield is 0.370. (3) The reactants are [NH2:1][C:2](=[O:34])[CH:3]([CH2:10][C:11]1[CH:16]=[CH:15][C:14]([NH:17][C:18]2[CH:23]=[C:22]([C:24]3[CH:29]=[CH:28][CH:27]=[C:26]([Cl:30])[CH:25]=3)[N:21]=[C:20]3[CH2:31][CH2:32][CH2:33][C:19]=23)=[CH:13][CH:12]=1)[C:4](OC(C)C)=[O:5].[H-].[Al+3].[Li+].[H-].[H-].[H-]. The catalyst is C1COCC1. The product is [ClH:30].[Cl:30][C:26]1[CH:25]=[C:24]([C:22]2[N:21]=[C:20]3[CH2:31][CH2:32][CH2:33][C:19]3=[C:18]([NH:17][C:14]3[CH:15]=[CH:16][C:11]([CH2:10][CH:3]([CH2:4][OH:5])[C:2]([NH2:1])=[O:34])=[CH:12][CH:13]=3)[CH:23]=2)[CH:29]=[CH:28][CH:27]=1. The yield is 0.280.